Dataset: NCI-60 drug combinations with 297,098 pairs across 59 cell lines. Task: Regression. Given two drug SMILES strings and cell line genomic features, predict the synergy score measuring deviation from expected non-interaction effect. (1) Drug 1: CN1CCC(CC1)COC2=C(C=C3C(=C2)N=CN=C3NC4=C(C=C(C=C4)Br)F)OC. Drug 2: C1=CN(C=N1)CC(O)(P(=O)(O)O)P(=O)(O)O. Cell line: SNB-19. Synergy scores: CSS=2.59, Synergy_ZIP=-1.42, Synergy_Bliss=1.67, Synergy_Loewe=-1.18, Synergy_HSA=-0.0345. (2) Drug 1: CC12CCC3C(C1CCC2=O)CC(=C)C4=CC(=O)C=CC34C. Drug 2: B(C(CC(C)C)NC(=O)C(CC1=CC=CC=C1)NC(=O)C2=NC=CN=C2)(O)O. Cell line: KM12. Synergy scores: CSS=57.5, Synergy_ZIP=-0.801, Synergy_Bliss=-3.39, Synergy_Loewe=-1.19, Synergy_HSA=-1.58. (3) Drug 1: CN(CCCl)CCCl.Cl. Drug 2: CC1C(C(CC(O1)OC2CC(CC3=C2C(=C4C(=C3O)C(=O)C5=CC=CC=C5C4=O)O)(C(=O)C)O)N)O. Cell line: HS 578T. Synergy scores: CSS=44.1, Synergy_ZIP=-5.12, Synergy_Bliss=-4.79, Synergy_Loewe=-21.8, Synergy_HSA=-0.179. (4) Drug 1: CC1C(C(CC(O1)OC2CC(OC(C2O)C)OC3=CC4=CC5=C(C(=O)C(C(C5)C(C(=O)C(C(C)O)O)OC)OC6CC(C(C(O6)C)O)OC7CC(C(C(O7)C)O)OC8CC(C(C(O8)C)O)(C)O)C(=C4C(=C3C)O)O)O)O. Drug 2: B(C(CC(C)C)NC(=O)C(CC1=CC=CC=C1)NC(=O)C2=NC=CN=C2)(O)O. Cell line: HCC-2998. Synergy scores: CSS=37.2, Synergy_ZIP=1.25, Synergy_Bliss=1.94, Synergy_Loewe=-2.79, Synergy_HSA=-0.285. (5) Drug 1: CC(C1=C(C=CC(=C1Cl)F)Cl)OC2=C(N=CC(=C2)C3=CN(N=C3)C4CCNCC4)N. Drug 2: C1=C(C(=O)NC(=O)N1)F. Cell line: CCRF-CEM. Synergy scores: CSS=36.2, Synergy_ZIP=-16.5, Synergy_Bliss=-21.3, Synergy_Loewe=-18.8, Synergy_HSA=-18.1. (6) Drug 1: C1CN(CCN1C(=O)CCBr)C(=O)CCBr. Drug 2: C1CNP(=O)(OC1)N(CCCl)CCCl. Cell line: SF-295. Synergy scores: CSS=18.9, Synergy_ZIP=-0.755, Synergy_Bliss=-2.76, Synergy_Loewe=-28.9, Synergy_HSA=-3.91. (7) Drug 1: CCC1=C2CN3C(=CC4=C(C3=O)COC(=O)C4(CC)O)C2=NC5=C1C=C(C=C5)O. Drug 2: C(CN)CNCCSP(=O)(O)O. Cell line: HS 578T. Synergy scores: CSS=24.6, Synergy_ZIP=0.593, Synergy_Bliss=3.91, Synergy_Loewe=-82.6, Synergy_HSA=3.89. (8) Drug 1: CCC(=C(C1=CC=CC=C1)C2=CC=C(C=C2)OCCN(C)C)C3=CC=CC=C3.C(C(=O)O)C(CC(=O)O)(C(=O)O)O. Drug 2: C1CC(C1)(C(=O)O)C(=O)O.[NH2-].[NH2-].[Pt+2]. Cell line: T-47D. Synergy scores: CSS=9.51, Synergy_ZIP=-2.91, Synergy_Bliss=-2.97, Synergy_Loewe=-1.47, Synergy_HSA=-0.497. (9) Cell line: SK-MEL-5. Synergy scores: CSS=31.7, Synergy_ZIP=-0.866, Synergy_Bliss=7.47, Synergy_Loewe=-8.97, Synergy_HSA=3.35. Drug 1: CC12CCC(CC1=CCC3C2CCC4(C3CC=C4C5=CN=CC=C5)C)O. Drug 2: CC1C(C(CC(O1)OC2CC(CC3=C2C(=C4C(=C3O)C(=O)C5=C(C4=O)C(=CC=C5)OC)O)(C(=O)C)O)N)O.Cl.